This data is from Catalyst prediction with 721,799 reactions and 888 catalyst types from USPTO. The task is: Predict which catalyst facilitates the given reaction. Reactant: [NH:1]1[CH2:6][CH2:5][C:4]2([C:14]3[C:9](=[CH:10][CH:11]=[CH:12][CH:13]=3)[CH:8]=[CH:7]2)[CH2:3][CH2:2]1.C(O[O:19][C:20]1[CH:25]=[CH:24][CH:23]=[CH:22][C:21]=1[C:26]([F:29])([F:28])[F:27])(=O)C.C(N([CH2:35][CH3:36])CC)C.C1CN([P+]([O:53]N2N=NC3C=CC=CC2=3)(N2CCCC2)N2CCCC2)CC1.F[P-](F)(F)(F)(F)F. Product: [N:1]1([C:35](=[O:53])[CH2:36][O:19][C:20]2[CH:25]=[CH:24][CH:23]=[CH:22][C:21]=2[C:26]([F:27])([F:28])[F:29])[CH2:6][CH2:5][C:4]2([C:14]3[C:9](=[CH:10][CH:11]=[CH:12][CH:13]=3)[CH:8]=[CH:7]2)[CH2:3][CH2:2]1. The catalyst class is: 46.